From a dataset of Full USPTO retrosynthesis dataset with 1.9M reactions from patents (1976-2016). Predict the reactants needed to synthesize the given product. Given the product [NH2:33][C:28]1[CH:27]=[CH:26][CH:25]=[CH:30][C:29]=1[NH:31][C:15](=[O:17])[C:11]1[CH:12]=[CH:13][C:40]([NH:39][C:38]2[N:37]=[C:59]([C:60]3[N:5]4[CH:6]=[CH:7][CH:8]=[C:3]([O:2][CH3:1])[C:4]4=[N:9][C:55]=3[CH3:62])[CH:58]=[CH:57][N:56]=2)=[CH:41][CH:42]=1, predict the reactants needed to synthesize it. The reactants are: [CH3:1][O:2][C:3]1[C:4]([NH2:9])=[N:5][CH:6]=[CH:7][CH:8]=1.Cl[CH:11]([C:15](=[O:17])C)[C:12](=O)[CH3:13].C([O-])([O-])=O.[K+].[K+].Cl.[CH:25]1[CH:26]=[CH:27][C:28]2[N:33](O)N=[N:31][C:29]=2[CH:30]=1.CC[N:37]=[C:38]=[N:39][CH2:40][CH2:41][CH2:42]N(C)C.C(N(C(C)C)C(C)C)C.[C:55]1([NH2:62])[CH:60]=[CH:59][CH:58]=[CH:57][C:56]=1N.